Dataset: NCI-60 drug combinations with 297,098 pairs across 59 cell lines. Task: Regression. Given two drug SMILES strings and cell line genomic features, predict the synergy score measuring deviation from expected non-interaction effect. (1) Drug 2: CN1C2=C(C=C(C=C2)N(CCCl)CCCl)N=C1CCCC(=O)O.Cl. Cell line: UO-31. Drug 1: CC12CCC3C(C1CCC2=O)CC(=C)C4=CC(=O)C=CC34C. Synergy scores: CSS=22.9, Synergy_ZIP=-11.1, Synergy_Bliss=-9.30, Synergy_Loewe=-8.50, Synergy_HSA=-8.43. (2) Drug 1: CCC1(CC2CC(C3=C(CCN(C2)C1)C4=CC=CC=C4N3)(C5=C(C=C6C(=C5)C78CCN9C7C(C=CC9)(C(C(C8N6C)(C(=O)OC)O)OC(=O)C)CC)OC)C(=O)OC)O.OS(=O)(=O)O. Drug 2: B(C(CC(C)C)NC(=O)C(CC1=CC=CC=C1)NC(=O)C2=NC=CN=C2)(O)O. Cell line: MDA-MB-231. Synergy scores: CSS=56.3, Synergy_ZIP=-4.91, Synergy_Bliss=-10.4, Synergy_Loewe=-9.57, Synergy_HSA=-7.30. (3) Drug 1: C(CC(=O)O)C(=O)CN.Cl. Drug 2: B(C(CC(C)C)NC(=O)C(CC1=CC=CC=C1)NC(=O)C2=NC=CN=C2)(O)O. Cell line: SK-MEL-28. Synergy scores: CSS=36.6, Synergy_ZIP=-1.13, Synergy_Bliss=-1.84, Synergy_Loewe=-11.3, Synergy_HSA=-10.4. (4) Drug 1: CCCCCOC(=O)NC1=NC(=O)N(C=C1F)C2C(C(C(O2)C)O)O. Drug 2: C(CN)CNCCSP(=O)(O)O. Cell line: UO-31. Synergy scores: CSS=-3.48, Synergy_ZIP=2.11, Synergy_Bliss=-0.267, Synergy_Loewe=-3.76, Synergy_HSA=-3.95. (5) Drug 1: COC1=C(C=C2C(=C1)N=CN=C2NC3=CC(=C(C=C3)F)Cl)OCCCN4CCOCC4. Drug 2: C1C(C(OC1N2C=NC(=NC2=O)N)CO)O. Cell line: BT-549. Synergy scores: CSS=35.9, Synergy_ZIP=-6.21, Synergy_Bliss=1.62, Synergy_Loewe=4.79, Synergy_HSA=5.86.